Dataset: SARS-CoV-2 main protease (3CLPro) crystallographic fragment screen with 879 compounds. Task: Binary Classification. Given a drug SMILES string, predict its activity (active/inactive) in a high-throughput screening assay against a specified biological target. The drug is CN(C1CCCCCC1)S(C)(=O)=O. The result is 0 (inactive).